From a dataset of Reaction yield outcomes from USPTO patents with 853,638 reactions. Predict the reaction yield, written as a fraction of the theoretical maximum amount of product (1.0 means a 100% yield; for example, 0.34 means a 34% yield). The reactants are [Br:1][C:2]1[CH:7]=[CH:6][C:5]([NH2:8])=[CH:4][C:3]=1[O:9][C:10]([F:13])([F:12])[F:11].C1N=CN([C:19](N2C=NC=C2)=[O:20])C=1.[C:26]([O:30][C:31]([N:33]1[CH2:38][CH2:37][CH:36]([N:39]2[CH2:44][CH2:43][NH:42][CH2:41][CH2:40]2)[CH2:35][CH2:34]1)=[O:32])([CH3:29])([CH3:28])[CH3:27]. The catalyst is C(Cl)Cl. The product is [C:26]([O:30][C:31]([N:33]1[CH2:38][CH2:37][CH:36]([N:39]2[CH2:44][CH2:43][N:42]([C:19](=[O:20])[NH:8][C:5]3[CH:6]=[CH:7][C:2]([Br:1])=[C:3]([O:9][C:10]([F:12])([F:11])[F:13])[CH:4]=3)[CH2:41][CH2:40]2)[CH2:35][CH2:34]1)=[O:32])([CH3:29])([CH3:27])[CH3:28]. The yield is 0.700.